Dataset: Full USPTO retrosynthesis dataset with 1.9M reactions from patents (1976-2016). Task: Predict the reactants needed to synthesize the given product. (1) Given the product [N+:1]([C:4]1[CH:5]=[CH:6][C:7]([S:10]([NH:13][C:14]2[CH:23]=[C:22]3[C:17]([C:18]([CH3:30])=[C:19]([CH2:25][C:26]([OH:28])=[O:27])[C:20](=[O:24])[O:21]3)=[CH:16][CH:15]=2)(=[O:11])=[O:12])=[N:8][CH:9]=1)([O-:3])=[O:2], predict the reactants needed to synthesize it. The reactants are: [N+:1]([C:4]1[CH:5]=[CH:6][C:7]([S:10]([NH:13][C:14]2[CH:23]=[C:22]3[C:17]([C:18]([CH3:30])=[C:19]([CH2:25][C:26]([O:28]C)=[O:27])[C:20](=[O:24])[O:21]3)=[CH:16][CH:15]=2)(=[O:12])=[O:11])=[N:8][CH:9]=1)([O-:3])=[O:2].Cl. (2) Given the product [CH3:4][C:5]1[N:10]=[C:9]([N:11]2[CH2:12][CH2:13][N:14]([CH2:17][CH2:18][C@H:19]3[CH2:20][CH2:21][C@H:22]([NH:25][C:35]([CH:32]4[CH2:33][CH2:34][O:29][CH2:30][CH2:31]4)=[O:36])[CH2:23][CH2:24]3)[CH2:15][CH2:16]2)[C:8]2[CH:26]=[CH:27][O:28][C:7]=2[CH:6]=1, predict the reactants needed to synthesize it. The reactants are: Cl.Cl.Cl.[CH3:4][C:5]1[N:10]=[C:9]([N:11]2[CH2:16][CH2:15][N:14]([CH2:17][CH2:18][C@H:19]3[CH2:24][CH2:23][C@H:22]([NH2:25])[CH2:21][CH2:20]3)[CH2:13][CH2:12]2)[C:8]2[CH:26]=[CH:27][O:28][C:7]=2[CH:6]=1.[O:29]1[CH2:34][CH2:33][CH:32]([C:35](O)=[O:36])[CH2:31][CH2:30]1. (3) Given the product [CH:8]([N:11]1[C:15]([C:16]2[S:17][C:18]3[CH2:19][CH2:20][O:21][C:22]4[CH:29]=[C:28]([CH:30]5[CH2:35][CH2:34][N:33]([CH2:37][CH2:38][O:39][CH:40]6[CH2:45][CH2:44][CH2:43][CH2:42][O:41]6)[CH2:32][CH2:31]5)[CH:27]=[CH:26][C:23]=4[C:24]=3[N:25]=2)=[N:14][CH:13]=[N:12]1)([CH3:10])[CH3:9], predict the reactants needed to synthesize it. The reactants are: OC(C(F)(F)F)=O.[CH:8]([N:11]1[C:15]([C:16]2[S:17][C:18]3[CH2:19][CH2:20][O:21][C:22]4[CH:29]=[C:28]([CH:30]5[CH2:35][CH2:34][NH:33][CH2:32][CH2:31]5)[CH:27]=[CH:26][C:23]=4[C:24]=3[N:25]=2)=[N:14][CH:13]=[N:12]1)([CH3:10])[CH3:9].Br[CH2:37][CH2:38][O:39][CH:40]1[CH2:45][CH2:44][CH2:43][CH2:42][O:41]1.C(=O)([O-])[O-].[K+].[K+]. (4) Given the product [N:8]1([C:1]([N:3]2[CH2:4][CH2:31][CH:32]([N:35]3[C:43]4[C:38](=[N:39][CH:40]=[CH:41][CH:42]=4)[NH:37][C:36]3=[O:44])[CH2:6][CH2:7]2)=[O:2])[CH:12]=[CH:11][N:10]=[CH:9]1, predict the reactants needed to synthesize it. The reactants are: [C:1]([N:8]1[CH:12]=[CH:11][N:10]=[CH:9]1)([N:3]1[CH:7]=[CH:6]N=[CH:4]1)=[O:2].C(N(C(C)C)CC)(C)C.O1CCCC1.Cl.Cl.N1CC[CH:32]([N:35]2[C:43]3[C:38](=[N:39][CH:40]=[CH:41][CH:42]=3)[NH:37][C:36]2=[O:44])[CH2:31]C1. (5) The reactants are: [CH3:1][O:2][C:3]1[C:15]2[NH:14][C:13]3[C:8](=[CH:9][C:10]([C:16]([OH:18])=[O:17])=[CH:11][CH:12]=3)[C:7]=2[CH:6]=[C:5]2[C:19]3[CH:20]=[C:21]([C:26]([OH:28])=[O:27])[CH:22]=[CH:23][C:24]=3[NH:25][C:4]=12.C1(NC(=NC2CCCCC2)O[CH2:38][CH2:39][N:40]([CH2:43][CH3:44])[CH2:41][CH3:42])CCCCC1.C1CCC(N=[C:59]=[N:60][CH:61]2[CH2:66]CCCC2)CC1.[CH3:67][CH2:68]OC(C)=O.[CH3:73]CCCCC. Given the product [CH3:1][O:2][C:3]1[C:15]2[NH:14][C:13]3[C:8](=[CH:9][C:10]([C:16]([O:18][CH2:67][CH2:68][N:60]([CH2:59][CH3:73])[CH2:61][CH3:66])=[O:17])=[CH:11][CH:12]=3)[C:7]=2[CH:6]=[C:5]2[C:19]3[CH:20]=[C:21]([C:26]([O:28][CH2:44][CH2:43][N:40]([CH2:39][CH3:38])[CH2:41][CH3:42])=[O:27])[CH:22]=[CH:23][C:24]=3[NH:25][C:4]=12, predict the reactants needed to synthesize it. (6) Given the product [CH3:1][O:2][C:3](=[O:23])[CH:4]([C:17]1[CH:22]=[CH:21][CH:20]=[CH:19][CH:18]=1)[O:5][CH2:6][CH2:7][NH:8][NH:9][C:10]([O:12][C:13]([CH3:16])([CH3:14])[CH3:15])=[O:11], predict the reactants needed to synthesize it. The reactants are: [CH3:1][O:2][C:3](=[O:23])[CH:4]([C:17]1[CH:22]=[CH:21][CH:20]=[CH:19][CH:18]=1)[O:5][CH2:6][CH:7]=[N:8][NH:9][C:10]([O:12][C:13]([CH3:16])([CH3:15])[CH3:14])=[O:11]. (7) Given the product [OH:17][CH2:16][CH2:15][O:1][C:2]1[CH:12]=[CH:11][C:5]([C:6]([O:8][CH2:9][CH3:10])=[O:7])=[CH:4][C:3]=1[O:13][CH3:14], predict the reactants needed to synthesize it. The reactants are: [OH:1][C:2]1[CH:12]=[CH:11][C:5]([C:6]([O:8][CH2:9][CH3:10])=[O:7])=[CH:4][C:3]=1[O:13][CH3:14].[CH2:15](O)[CH2:16][OH:17].C1(P(C2C=CC=CC=2)C2C=CC=CC=2)C=CC=CC=1.CCOC(/N=N/C(OCC)=O)=O.